From a dataset of Forward reaction prediction with 1.9M reactions from USPTO patents (1976-2016). Predict the product of the given reaction. (1) The product is: [C:45]([C:49]1[CH:67]=[CH:66][C:52]([CH2:53][N:54]([CH2:55][CH:56]([C:58]2[CH:63]=[CH:62][C:61]([Cl:64])=[C:60]([Cl:65])[CH:59]=2)[OH:57])[C:11]([C:9]2[CH:10]=[C:2]([Cl:1])[CH:3]=[C:4]3[C:8]=2[NH:7][CH:6]=[CH:5]3)=[O:13])=[CH:51][CH:50]=1)([CH3:48])([CH3:46])[CH3:47]. Given the reactants [Cl:1][C:2]1[CH:3]=[C:4]2[C:8](=[C:9]([C:11]([OH:13])=O)[CH:10]=1)[NH:7][CH:6]=[CH:5]2.CN(C(ON1N=NC2C=CC=CC1=2)=[N+](C)C)C.[B-](F)(F)(F)F.C(N(CC)C(C)C)(C)C.[C:45]([C:49]1[CH:67]=[CH:66][C:52]([CH2:53][NH:54][CH2:55][CH:56]([C:58]2[CH:63]=[CH:62][C:61]([Cl:64])=[C:60]([Cl:65])[CH:59]=2)[OH:57])=[CH:51][CH:50]=1)([CH3:48])([CH3:47])[CH3:46], predict the reaction product. (2) Given the reactants ClS(O)(=O)=O.[NH2:6][C:7]1[N:11]=[CH:10][NH:9][N:8]=1.[C:12]([CH:16]([CH2:19][CH:20]=[CH2:21])[C:17]#[N:18])(=O)[CH2:13][CH3:14], predict the reaction product. The product is: [CH2:19]([C:16]1[C:12]([CH2:13][CH3:14])=[N:6][C:7]2[N:8]([N:9]=[CH:10][N:11]=2)[C:17]=1[NH2:18])[CH:20]=[CH2:21].